This data is from Full USPTO retrosynthesis dataset with 1.9M reactions from patents (1976-2016). The task is: Predict the reactants needed to synthesize the given product. (1) Given the product [F:31][C:32]([F:37])([F:36])[C:33]([OH:35])=[O:34].[CH3:1][C@@H:2]([CH2:29][CH3:30])[C@H:3]([N:11]1[CH2:15][CH2:14][N:13]([CH2:16][C:17]2[N:18]=[C:19]([C:22]3[CH:27]=[CH:26][CH:25]=[CH:24][N:23]=3)[S:20][CH:21]=2)[C:12]1=[O:28])[C:4]([OH:6])=[O:5], predict the reactants needed to synthesize it. The reactants are: [CH3:1][C@@H:2]([CH2:29][CH3:30])[C@H:3]([N:11]1[CH2:15][CH2:14][N:13]([CH2:16][C:17]2[N:18]=[C:19]([C:22]3[CH:27]=[CH:26][CH:25]=[CH:24][N:23]=3)[S:20][CH:21]=2)[C:12]1=[O:28])[C:4]([O:6]C(C)(C)C)=[O:5].[F:31][C:32]([F:37])([F:36])[C:33]([OH:35])=[O:34]. (2) Given the product [NH2:40][C:37]1[N:38]=[CH:39][C:34]([C:2]2[N:11]=[C:10]([NH:12][CH2:13][CH:14]([C:20]3[CH:25]=[CH:24][CH:23]=[CH:22][CH:21]=3)[N:15]3[CH2:19][CH2:18][CH2:17][CH2:16]3)[C:9]3[C:4](=[CH:5][CH:6]=[CH:7][CH:8]=3)[N:3]=2)=[CH:35][N:36]=1, predict the reactants needed to synthesize it. The reactants are: Cl[C:2]1[N:11]=[C:10]([NH:12][CH2:13][CH:14]([C:20]2[CH:25]=[CH:24][CH:23]=[CH:22][CH:21]=2)[N:15]2[CH2:19][CH2:18][CH2:17][CH2:16]2)[C:9]2[C:4](=[CH:5][CH:6]=[CH:7][CH:8]=2)[N:3]=1.CC1(C)C(C)(C)OB([C:34]2[CH:35]=[N:36][C:37]([NH2:40])=[N:38][CH:39]=2)O1.N1C=CN2C=C(C3N=C(NCC(C4C=CC=CC=4)C4NC=CC=4)C4C(=CC=CC=4)N=3)C=CC=12.